Dataset: Catalyst prediction with 721,799 reactions and 888 catalyst types from USPTO. Task: Predict which catalyst facilitates the given reaction. Reactant: [NH2:1][CH2:2][CH2:3][CH2:4][CH2:5][NH:6][C:7](=[O:13])[O:8][C:9]([CH3:12])([CH3:11])[CH3:10].[CH2:14]([O:21][C:22]1[CH:31]=[C:30]2[C:25]([C:26](Cl)=[C:27]([N+:32]([O-:34])=[O:33])[CH:28]=[N:29]2)=[CH:24][CH:23]=1)[C:15]1[CH:20]=[CH:19][CH:18]=[CH:17][CH:16]=1.C(N(CC)CC)C. Product: [C:9]([O:8][C:7](=[O:13])[NH:6][CH2:5][CH2:4][CH2:3][CH2:2][NH:1][C:26]1[C:25]2[C:30](=[CH:31][C:22]([O:21][CH2:14][C:15]3[CH:20]=[CH:19][CH:18]=[CH:17][CH:16]=3)=[CH:23][CH:24]=2)[N:29]=[CH:28][C:27]=1[N+:32]([O-:34])=[O:33])([CH3:10])([CH3:12])[CH3:11]. The catalyst class is: 4.